Dataset: Full USPTO retrosynthesis dataset with 1.9M reactions from patents (1976-2016). Task: Predict the reactants needed to synthesize the given product. (1) Given the product [Cl:44][C:40]1[CH:41]=[C:42]([CH3:43])[C:34]2[N:33]=[C:23]([C:14]3[CH:15]=[N:16][N:17]([CH2:18][C:19]([F:20])([F:21])[F:22])[C:13]=3[C:8]3[C:7]([Cl:6])=[CH:12][CH:11]=[CH:10][N:9]=3)[O:25][C:36](=[O:37])[C:35]=2[CH:39]=1, predict the reactants needed to synthesize it. The reactants are: CS(Cl)(=O)=O.[Cl:6][C:7]1[C:8]([C:13]2[N:17]([CH2:18][C:19]([F:22])([F:21])[F:20])[N:16]=[CH:15][C:14]=2[C:23]([OH:25])=O)=[N:9][CH:10]=[CH:11][CH:12]=1.C(N(CC)CC)C.[NH2:33][C:34]1[C:42]([CH3:43])=[CH:41][C:40]([Cl:44])=[CH:39][C:35]=1[C:36](O)=[O:37].C([O-])([O-])=O.[K+].[K+]. (2) Given the product [Br:1][C:2]1[CH:7]=[CH:6][C:5]([O:8][CH:16]([C:13]2[CH:12]=[CH:11][C:10]([F:9])=[CH:15][CH:14]=2)[CH2:17][CH2:18][CH2:19][CH2:20][CH2:21][N:22]2[CH2:23][CH2:24][CH:25]([C:28]3[CH:29]=[C:30]([NH:34][C:35](=[O:39])[CH:36]([CH3:38])[CH3:37])[CH:31]=[CH:32][CH:33]=3)[CH2:26][CH2:27]2)=[CH:4][CH:3]=1, predict the reactants needed to synthesize it. The reactants are: [Br:1][C:2]1[CH:7]=[CH:6][C:5]([OH:8])=[CH:4][CH:3]=1.[F:9][C:10]1[CH:15]=[CH:14][C:13]([CH:16](O)[CH2:17][CH2:18][CH2:19][CH2:20][CH2:21][N:22]2[CH2:27][CH2:26][CH:25]([C:28]3[CH:29]=[C:30]([NH:34][C:35](=[O:39])[CH:36]([CH3:38])[CH3:37])[CH:31]=[CH:32][CH:33]=3)[CH2:24][CH2:23]2)=[CH:12][CH:11]=1. (3) The reactants are: Cl.[CH3:2][N:3]1[CH2:8][CH2:7][O:6][CH2:5][CH:4]1[C:9]([OH:11])=O.CN(C(ON1N=NC2C=CC=NC1=2)=[N+](C)C)C.F[P-](F)(F)(F)(F)F.CCN(C(C)C)C(C)C.Cl.[NH2:46][CH2:47][C:48]1[CH:49]=[C:50]([CH2:54][N:55]2[C:63]3[C:58](=[C:59]([O:64][CH3:65])[CH:60]=[CH:61][CH:62]=3)[C:57]([NH:66][S:67]([C:70]3[S:71][C:72]([Cl:75])=[CH:73][CH:74]=3)(=[O:69])=[O:68])=[N:56]2)[CH:51]=[CH:52][CH:53]=1. Given the product [Cl:75][C:72]1[S:71][C:70]([S:67]([NH:66][C:57]2[C:58]3[C:63](=[CH:62][CH:61]=[CH:60][C:59]=3[O:64][CH3:65])[N:55]([CH2:54][C:50]3[CH:49]=[C:48]([CH2:47][NH:46][C:9]([CH:4]4[CH2:5][O:6][CH2:7][CH2:8][N:3]4[CH3:2])=[O:11])[CH:53]=[CH:52][CH:51]=3)[N:56]=2)(=[O:68])=[O:69])=[CH:74][CH:73]=1, predict the reactants needed to synthesize it. (4) Given the product [F:15][C:2]([F:1])([F:16])[C:3]([NH:5][C:6]1[N:7]=[C:8]2[CH2:13][NH:12][CH2:11][CH2:10][N:9]2[CH:14]=1)=[O:4], predict the reactants needed to synthesize it. The reactants are: [F:1][C:2]([F:16])([F:15])[C:3]([NH:5][C:6]1[N:7]=[C:8]2[CH:13]=[N:12][CH:11]=[CH:10][N:9]2[CH:14]=1)=[O:4]. (5) Given the product [OH:10][CH:9]([C:9]([C:6]1[CH:5]=[CH:4][C:3]([O:2][CH3:1])=[CH:8][CH:7]=1)=[O:10])[C:6]1[CH:7]=[CH:8][C:3]([O:2][CH3:1])=[CH:4][CH:5]=1, predict the reactants needed to synthesize it. The reactants are: [CH3:1][O:2][C:3]1[CH:4]=[CH:5][C:6]([CH:9]=[O:10])=[CH:7][CH:8]=1.[C-]#N.[K+]. (6) Given the product [C:1]([C:3]([C:6]1[CH:7]=[C:8]([CH:38]=[CH:39][CH:40]=1)[C:9]([NH:11][C:20]1[CH:25]=[CH:24][C:23]([CH3:26])=[C:22]([N:27]2[C:31]3[CH:32]=[CH:33][CH:34]=[CH:35][C:30]=3[N:29]([CH3:36])[C:28]2=[O:37])[CH:21]=1)=[O:10])([CH3:4])[CH3:5])#[N:2], predict the reactants needed to synthesize it. The reactants are: [C:1]([C:3]([C:6]1[CH:7]=[C:8]([CH:38]=[CH:39][CH:40]=1)[C:9]([N:11]([C:20]1[CH:25]=[CH:24][C:23]([CH3:26])=[C:22]([N:27]2[C:31]3[CH:32]=[CH:33][CH:34]=[CH:35][C:30]=3[N:29]([CH3:36])[C:28]2=[O:37])[CH:21]=1)COCC[Si](C)(C)C)=[O:10])([CH3:5])[CH3:4])#[N:2].Cl. (7) Given the product [NH2:25][C@@H:5]([CH2:4][CH:1]1[CH2:3][CH2:2]1)[CH2:6][O:7][C:8]1[CH:9]=[CH:10][C:11]2[C:20]3[C:15](=[C:16]([CH3:21])[N:17]=[CH:18][CH:19]=3)[C:14](=[O:22])[N:13]([CH3:23])[C:12]=2[CH:24]=1, predict the reactants needed to synthesize it. The reactants are: [CH:1]1([CH2:4][C@H:5]([NH:25]C(=O)OC(C)(C)C)[CH2:6][O:7][C:8]2[CH:9]=[CH:10][C:11]3[C:20]4[C:15](=[C:16]([CH3:21])[N:17]=[CH:18][CH:19]=4)[C:14](=[O:22])[N:13]([CH3:23])[C:12]=3[CH:24]=2)[CH2:3][CH2:2]1.Cl. (8) Given the product [CH3:22][N:23]([CH3:24])[C:2]1[C:11](=[O:12])[C:10]2[C:5](=[CH:6][CH:7]=[CH:8][CH:9]=2)[C:4](=[N:13][S:14]([C:17]2[S:18][CH:19]=[CH:20][CH:21]=2)(=[O:16])=[O:15])[CH:3]=1, predict the reactants needed to synthesize it. The reactants are: Cl[C:2]1[C:11](=[O:12])[C:10]2[C:5](=[CH:6][CH:7]=[CH:8][CH:9]=2)/[C:4](=[N:13]/[S:14]([C:17]2[S:18][CH:19]=[CH:20][CH:21]=2)(=[O:16])=[O:15])/[CH:3]=1.[CH3:22][NH:23][CH3:24]. (9) Given the product [CH2:1]([O:3][C:4]([C:6]1[C:7]([CH3:11])=[N:8][N:9]([C:19]2[C:26]([F:27])=[CH:25][CH:24]=[CH:23][C:20]=2[C:21]#[N:22])[CH:10]=1)=[O:5])[CH3:2], predict the reactants needed to synthesize it. The reactants are: [CH2:1]([O:3][C:4]([C:6]1[C:7]([CH3:11])=[N:8][NH:9][CH:10]=1)=[O:5])[CH3:2].C(=O)([O-])[O-].[K+].[K+].F[C:19]1[C:26]([F:27])=[CH:25][CH:24]=[CH:23][C:20]=1[C:21]#[N:22].O. (10) Given the product [N:5]([C:4]1[CH:6]=[CH:7][C:8]([Cl:10])=[CH:9][C:3]=1[Br:2])=[N+:15]=[N-:16], predict the reactants needed to synthesize it. The reactants are: Cl.[Br:2][C:3]1[CH:9]=[C:8]([Cl:10])[CH:7]=[CH:6][C:4]=1[NH2:5].N([O-])=O.[Na+].[N-:15]=[N+:16]=[N-].[Na+].